The task is: Regression/Classification. Given a drug SMILES string, predict its toxicity properties. Task type varies by dataset: regression for continuous values (e.g., LD50, hERG inhibition percentage) or binary classification for toxic/non-toxic outcomes (e.g., AMES mutagenicity, cardiotoxicity, hepatotoxicity). Dataset: ld50_zhu.. This data is from Acute oral toxicity (LD50) regression data from Zhu et al.. (1) The drug is CCC(CO)(CO)CO. The rat oral LD50 is 0.978, given as -log10 of the dose in mol/kg body weight (higher means more acutely toxic). (2) The compound is COP(N)(=S)Oc1cc(Cl)c(Cl)cc1Cl. The rat oral LD50 is 2.64, given as -log10 of the dose in mol/kg body weight (higher means more acutely toxic). (3) The drug is CCCCC(CC)C(=O)O[Si](C)(OC(=O)C(CC)CCCC)OC(=O)C(CC)CCCC. The rat oral LD50 is 2.32, given as -log10 of the dose in mol/kg body weight (higher means more acutely toxic). (4) The drug is CCCN1CCCC1=Nc1ccc(Cl)c(Cl)c1. The rat oral LD50 is 2.11, given as -log10 of the dose in mol/kg body weight (higher means more acutely toxic). (5) The drug is CC1=CC(=O)C(C)=C(C)C1=O. The rat oral LD50 is 2.88, given as -log10 of the dose in mol/kg body weight (higher means more acutely toxic). (6) The compound is O=CN(c1ncnc2c1ncn2C1CC1)C1CC1. The rat oral LD50 is 3.14, given as -log10 of the dose in mol/kg body weight (higher means more acutely toxic). (7) The drug is CN(C)C(=O)Oc1ccccc1C1SCCS1. The rat oral LD50 is 4.23, given as -log10 of the dose in mol/kg body weight (higher means more acutely toxic). (8) The molecule is Cc1cc(=O)nc(SCc2ccccc2N(C)C)[nH]1. The rat oral LD50 is 2.06, given as -log10 of the dose in mol/kg body weight (higher means more acutely toxic). (9) The molecule is CCCCC(CC)COC(=O)Cl. The rat oral LD50 is 1.55, given as -log10 of the dose in mol/kg body weight (higher means more acutely toxic).